From a dataset of Full USPTO retrosynthesis dataset with 1.9M reactions from patents (1976-2016). Predict the reactants needed to synthesize the given product. (1) Given the product [O:1]=[C:2]1[C:10](=[CH:31][C:26]2[NH:27][C:28]3[C:24]([CH:25]=2)=[CH:23][C:22]([O:21][CH2:20][CH2:19][N:14]2[CH2:18][CH2:17][CH2:16][CH2:15]2)=[CH:30][CH:29]=3)[C:9]2[C:4](=[CH:5][C:6]([C:11]([OH:13])=[O:12])=[CH:7][CH:8]=2)[NH:3]1, predict the reactants needed to synthesize it. The reactants are: [O:1]=[C:2]1[CH2:10][C:9]2[C:4](=[CH:5][C:6]([C:11]([OH:13])=[O:12])=[CH:7][CH:8]=2)[NH:3]1.[N:14]1([CH2:19][CH2:20][O:21][C:22]2[CH:23]=[C:24]3[C:28](=[CH:29][CH:30]=2)[NH:27][C:26]([CH:31]=O)=[CH:25]3)[CH2:18][CH2:17][CH2:16][CH2:15]1. (2) Given the product [OH:20][C:13]1[CH:12]=[C:11]([NH:10][S:7]([CH2:6][C:5]2[CH:21]=[CH:22][C:2]([C:25]3[CH:26]=[CH:27][CH:28]=[CH:29][C:24]=3[OH:23])=[CH:3][CH:4]=2)(=[O:9])=[O:8])[CH:19]=[CH:18][C:14]=1[C:15]([OH:17])=[O:16], predict the reactants needed to synthesize it. The reactants are: Br[C:2]1[CH:22]=[CH:21][C:5]([CH2:6][S:7]([NH:10][C:11]2[CH:19]=[CH:18][C:14]([C:15]([OH:17])=[O:16])=[C:13]([OH:20])[CH:12]=2)(=[O:9])=[O:8])=[CH:4][CH:3]=1.[OH:23][C:24]1[CH:29]=[CH:28][CH:27]=[CH:26][C:25]=1B1OC(C)(C)C(C)(C)O1.CCN(C(C)C)C(C)C.C(Cl)Cl. (3) Given the product [C:3]1([CH:9]2[C:14]3[N:15]=[CH:16][NH:17][C:13]=3[CH2:12][CH2:11][N:10]2[C:25]([O:27][CH2:28][CH2:29][O:30][CH3:31])=[O:26])[CH:4]=[CH:5][CH:6]=[CH:7][CH:8]=1, predict the reactants needed to synthesize it. The reactants are: Cl.Cl.[C:3]1([CH:9]2[C:14]3[N:15]=[CH:16][NH:17][C:13]=3[CH2:12][CH2:11][NH:10]2)[CH:8]=[CH:7][CH:6]=[CH:5][CH:4]=1.C([O-])([O-])=O.[K+].[K+].Cl[C:25]([O:27][CH2:28][CH2:29][O:30][CH3:31])=[O:26].Cl. (4) Given the product [CH2:16]([O:15][CH2:14][C:13]1[N:12]=[C:11]([NH2:23])[N:10]=[C:9]([NH2:24])[C:8]=1[C:5]1[CH:6]=[CH:7][C:2]([NH:1][CH2:29][C:28]2[CH:31]=[CH:32][C:33]([S:34]([CH3:37])(=[O:36])=[O:35])=[C:26]([F:25])[CH:27]=2)=[CH:3][CH:4]=1)[C:17]1[CH:22]=[CH:21][CH:20]=[CH:19][CH:18]=1, predict the reactants needed to synthesize it. The reactants are: [NH2:1][C:2]1[CH:7]=[CH:6][C:5]([C:8]2[C:9]([NH2:24])=[N:10][C:11]([NH2:23])=[N:12][C:13]=2[CH2:14][O:15][CH2:16][C:17]2[CH:22]=[CH:21][CH:20]=[CH:19][CH:18]=2)=[CH:4][CH:3]=1.[F:25][C:26]1[CH:27]=[C:28]([CH:31]=[CH:32][C:33]=1[S:34]([CH3:37])(=[O:36])=[O:35])[CH:29]=O.[BH3-]C#N.[Na+].